This data is from Peptide-MHC class II binding affinity with 134,281 pairs from IEDB. The task is: Regression. Given a peptide amino acid sequence and an MHC pseudo amino acid sequence, predict their binding affinity value. This is MHC class II binding data. (1) The peptide sequence is ATFIVDPDNTIQHVSVNNLN. The MHC is DRB1_0101 with pseudo-sequence DRB1_0101. The binding affinity (normalized) is 0.297. (2) The peptide sequence is DVCGMFTNRSGSQQW. The MHC is DRB1_0401 with pseudo-sequence DRB1_0401. The binding affinity (normalized) is 0.369.